From a dataset of Forward reaction prediction with 1.9M reactions from USPTO patents (1976-2016). Predict the product of the given reaction. Given the reactants [CH3:1][O:2][C:3]1[CH:8]=[C:7]([O:9][CH3:10])[CH:6]=[CH:5][C:4]=1[CH2:11][N:12]([CH2:14][C:15]1[C:19]([F:20])=[C:18]([C:21]2[C:22]([F:27])=[N:23][CH:24]=[CH:25][CH:26]=2)[NH:17][CH:16]=1)[CH3:13].[H-].[Na+].C1OCCOCCOCCOCCOC1.[C:45]1([S:51](Cl)(=[O:53])=[O:52])[CH:50]=[CH:49][CH:48]=[CH:47][CH:46]=1.[Cl-].[NH4+], predict the reaction product. The product is: [CH3:1][O:2][C:3]1[CH:8]=[C:7]([O:9][CH3:10])[CH:6]=[CH:5][C:4]=1[CH2:11][N:12]([CH2:14][C:15]1[C:19]([F:20])=[C:18]([C:21]2[C:22]([F:27])=[N:23][CH:24]=[CH:25][CH:26]=2)[N:17]([S:51]([C:45]2[CH:50]=[CH:49][CH:48]=[CH:47][CH:46]=2)(=[O:53])=[O:52])[CH:16]=1)[CH3:13].